This data is from HIV replication inhibition screening data with 41,000+ compounds from the AIDS Antiviral Screen. The task is: Binary Classification. Given a drug SMILES string, predict its activity (active/inactive) in a high-throughput screening assay against a specified biological target. (1) The compound is CC(=O)Nc1ccc(-c2nnc(SCC(=O)Nc3ccccc3)o2)cc1. The result is 0 (inactive). (2) The compound is Nc1ccc(N)c(N2C(=O)c3ccccc3C2=O)c1. The result is 0 (inactive). (3) The compound is COc1ccc(C2(OC)Oc3cc(OC)ccc3C(=O)C2(O)O)cc1. The result is 0 (inactive). (4) The drug is Cn1c(=O)c(NC(=O)C(Cl)(Cl)Cl)nc2ccccc21. The result is 0 (inactive). (5) The result is 0 (inactive). The drug is O=C1Nc2ccccc2C1=c1sc2nc3ccccc3n2c1=O.